This data is from Forward reaction prediction with 1.9M reactions from USPTO patents (1976-2016). The task is: Predict the product of the given reaction. (1) Given the reactants N#N.[C:3]([C:6]1[N:7]=[C:8]([CH2:11][N:12]2[N:16]=[C:15]([NH:17][C:18]([C:20]3[N:21]=[C:22]([CH3:32])[O:23][C:24]=3[C:25]3[CH:26]=[C:27]([CH3:31])[CH:28]=[CH:29][CH:30]=3)=[O:19])[CH:14]=[N:13]2)[S:9][CH:10]=1)(=[O:5])[CH3:4].[CH3:33][Al](C)C.[Cl-].[NH4+].Cl, predict the reaction product. The product is: [OH:5][C:3]([C:6]1[N:7]=[C:8]([CH2:11][N:12]2[N:16]=[C:15]([NH:17][C:18]([C:20]3[N:21]=[C:22]([CH3:32])[O:23][C:24]=3[C:25]3[CH:26]=[C:27]([CH3:31])[CH:28]=[CH:29][CH:30]=3)=[O:19])[CH:14]=[N:13]2)[S:9][CH:10]=1)([CH3:33])[CH3:4]. (2) Given the reactants Br[C:2]1[CH:3]=[CH:4][C:5]2[S:9](=[O:11])(=[O:10])[N:8]([CH2:12][CH2:13][NH:14][C:15](=[O:21])[O:16][C:17]([CH3:20])([CH3:19])[CH3:18])[CH:7]([CH3:22])[C:6]=2[CH:23]=1.[F:24][C:25]1[CH:33]=[C:32]2[C:28]([C:29](B3OC(C)(C)C(C)(C)O3)=[CH:30][N:31]2[C:34]([O:36][C:37]([CH3:40])([CH3:39])[CH3:38])=[O:35])=[CH:27][CH:26]=1.[O-]P([O-])([O-])=O.[K+].[K+].[K+], predict the reaction product. The product is: [C:17]([O:16][C:15]([NH:14][CH2:13][CH2:12][N:8]1[CH:7]([CH3:22])[C:6]2[CH:23]=[C:2]([C:29]3[C:28]4[C:32](=[CH:33][C:25]([F:24])=[CH:26][CH:27]=4)[N:31]([C:34]([O:36][C:37]([CH3:40])([CH3:39])[CH3:38])=[O:35])[CH:30]=3)[CH:3]=[CH:4][C:5]=2[S:9]1(=[O:11])=[O:10])=[O:21])([CH3:20])([CH3:19])[CH3:18]. (3) Given the reactants [CH2:1]([O:3][C:4]1[CH:5]=[C:6]([CH:26]=[C:27]([O:30][CH2:31][CH3:32])[C:28]=1F)[CH2:7][N:8]1[CH2:13][CH2:12][CH:11]([NH:14][C:15](=[O:25])[C:16]2[CH:21]=[C:20]([O:22][CH3:23])[CH:19]=[C:18]([OH:24])[CH:17]=2)[CH2:10][CH2:9]1)[CH3:2].C(OC1C=C(C=O)C=C(OCC)C=1[C:47]1[CH:52]=[CH:51][C:50]([F:53])=[CH:49][CH:48]=1)C.C([BH3-])#N.[Na+].C(N(C(C)C)C(C)C)C, predict the reaction product. The product is: [CH2:1]([O:3][C:4]1[CH:5]=[C:6]([CH2:7][N:8]2[CH2:9][CH2:10][CH:11]([NH:14][C:15](=[O:25])[C:16]3[CH:21]=[C:20]([O:22][CH3:23])[CH:19]=[C:18]([OH:24])[CH:17]=3)[CH2:12][CH2:13]2)[CH:26]=[C:27]([O:30][CH2:31][CH3:32])[C:28]=1[C:47]1[CH:52]=[CH:51][C:50]([F:53])=[CH:49][CH:48]=1)[CH3:2]. (4) The product is: [CH3:11][O:12][C:13]1[CH:20]=[CH:19][CH:18]=[CH:17][C:14]=1[C:15](=[NH:6])[NH2:16]. Given the reactants [Li+].C[Si]([N-:6][Si](C)(C)C)(C)C.[CH3:11][O:12][C:13]1[CH:20]=[CH:19][CH:18]=[CH:17][C:14]=1[C:15]#[N:16], predict the reaction product. (5) Given the reactants I[C:2]1[CH:3]=[C:4]([C:10]#[N:11])[C:5](=[CH:8][CH:9]=1)[C:6]#[N:7].[BH:12]([OH:14])[OH:13], predict the reaction product. The product is: [C:10]([C:4]1[CH:3]=[C:2]([B:12]([OH:14])[OH:13])[CH:9]=[CH:8][C:5]=1[C:6]#[N:7])#[N:11]. (6) Given the reactants CC(OI1(OC(C)=O)(OC(C)=O)OC(=O)C2C=CC=CC1=2)=O.[CH2:23]([O:30][C:31]([CH:33]1[CH2:38][CH2:37][CH:36]([CH:39]([OH:41])[CH3:40])[CH2:35][CH2:34]1)=[O:32])[C:24]1[CH:29]=[CH:28][CH:27]=[CH:26][CH:25]=1.S([O-])([O-])(=O)=S.[Na+].[Na+], predict the reaction product. The product is: [CH2:23]([O:30][C:31]([CH:33]1[CH2:38][CH2:37][CH:36]([C:39](=[O:41])[CH3:40])[CH2:35][CH2:34]1)=[O:32])[C:24]1[CH:29]=[CH:28][CH:27]=[CH:26][CH:25]=1. (7) The product is: [F:25][C:3]([F:2])([F:24])[C:4]1[CH:22]=[C:21]([F:23])[CH:20]=[CH:19][C:5]=1[CH:6]([O:14][CH:15]1[CH2:18][N:17]([C:27]([NH:26][CH:4]([CH2:5][CH3:6])[CH3:3])=[O:28])[CH2:16]1)[C:7]1[CH:12]=[CH:11][C:10]([Cl:13])=[CH:9][CH:8]=1. Given the reactants Cl.[F:2][C:3]([F:25])([F:24])[C:4]1[CH:22]=[C:21]([F:23])[CH:20]=[CH:19][C:5]=1[CH:6]([O:14][CH:15]1[CH2:18][NH:17][CH2:16]1)[C:7]1[CH:12]=[CH:11][C:10]([Cl:13])=[CH:9][CH:8]=1.[N-:26]=[C:27]=[O:28], predict the reaction product.